Dataset: Catalyst prediction with 721,799 reactions and 888 catalyst types from USPTO. Task: Predict which catalyst facilitates the given reaction. (1) Reactant: [OH-].[Na+].Cl[C:4]([O:6][CH2:7][C:8]1[CH:13]=[CH:12][CH:11]=[CH:10][CH:9]=1)=[O:5].[C:14]([C:16]1([CH2:29]OS(C2C=CC(C)=CC=2)(=O)=O)[CH2:21][CH2:20][N:19]([C:22]([O:24][C:25]([CH3:28])([CH3:27])[CH3:26])=[O:23])[CH2:18][CH2:17]1)#[N:15]. Product: [CH2:29]1[C:16]2([CH2:21][CH2:20][N:19]([C:22]([O:24][C:25]([CH3:28])([CH3:27])[CH3:26])=[O:23])[CH2:18][CH2:17]2)[CH2:14][N:15]1[C:4]([O:6][CH2:7][C:8]1[CH:13]=[CH:12][CH:11]=[CH:10][CH:9]=1)=[O:5]. The catalyst class is: 12. (2) Reactant: C[O:2][C:3](=[O:37])[CH2:4][C:5]1[S:6][C:7]([C:10]2[NH:14][C:13]([C@H:15]3[N:23]4[C:18](=[CH:19][C:20]([C:25]5[CH:30]=[C:29]([Cl:31])[CH:28]=[CH:27][C:26]=5[N:32]5[CH:36]=[N:35][N:34]=[N:33]5)=[CH:21][C:22]4=[O:24])[CH2:17][CH2:16]3)=[N:12][CH:11]=2)=[CH:8][CH:9]=1.ClCCl. Product: [ClH:31].[Cl:31][C:29]1[CH:28]=[CH:27][C:26]([N:32]2[CH:36]=[N:35][N:34]=[N:33]2)=[C:25]([C:20]2[CH:19]=[C:18]3[N:23]([C@H:15]([C:13]4[NH:14][C:10]([C:7]5[S:6][C:5]([CH2:4][C:3]([OH:37])=[O:2])=[CH:9][CH:8]=5)=[CH:11][N:12]=4)[CH2:16][CH2:17]3)[C:22](=[O:24])[CH:21]=2)[CH:30]=1. The catalyst class is: 10. (3) Reactant: [CH:1]12[CH2:10][CH:5]3[CH2:6][CH:7]([CH2:9][CH:3]([CH2:4]3)[CH:2]1[C:11]1[CH2:15][CH:14]=[CH:13][CH:12]=1)[CH2:8]2.[C:16]([C:24]1[CH:29]=[CH:28][CH:27]=[CH:26][CH:25]=1)(=O)[C:17]1[CH:22]=[CH:21][CH:20]=[CH:19][CH:18]=1.C[O-].[Na+]. Product: [CH:1]12[CH2:8][CH:7]3[CH2:6][CH:5]([CH2:4][CH:3]([CH2:9]3)[CH:2]1[C:11]1[CH:15]=[CH:14][C:13](=[C:16]([C:17]3[CH:22]=[CH:21][CH:20]=[CH:19][CH:18]=3)[C:24]3[CH:29]=[CH:28][CH:27]=[CH:26][CH:25]=3)[CH:12]=1)[CH2:10]2. The catalyst class is: 8.